This data is from Forward reaction prediction with 1.9M reactions from USPTO patents (1976-2016). The task is: Predict the product of the given reaction. The product is: [C:13]([C:15]1[N:19]([CH:20]2[CH2:21][CH2:22][N:23]([C:26]([O:28][CH:29]([CH3:30])[CH3:31])=[O:27])[CH2:24][CH2:25]2)[N:18]=[CH:17][C:16]=1[CH2:32][O:12][C:9]1[CH:8]=[CH:7][C:6]([N:1]2[CH:5]=[N:4][N:3]=[N:2]2)=[CH:11][CH:10]=1)#[N:14]. Given the reactants [N:1]1([C:6]2[CH:11]=[CH:10][C:9]([OH:12])=[CH:8][CH:7]=2)[CH:5]=[N:4][N:3]=[N:2]1.[C:13]([C:15]1[N:19]([CH:20]2[CH2:25][CH2:24][N:23]([C:26]([O:28][CH:29]([CH3:31])[CH3:30])=[O:27])[CH2:22][CH2:21]2)[N:18]=[CH:17][C:16]=1[CH2:32]O)#[N:14].[Si](OCCSC1C=CC(OCC2C=NN(C3CCN(C(OC(C)C)=O)CC3)C=2C#N)=C(F)C=1)(C(C)(C)C)(C)C, predict the reaction product.